This data is from Full USPTO retrosynthesis dataset with 1.9M reactions from patents (1976-2016). The task is: Predict the reactants needed to synthesize the given product. (1) Given the product [Cl:21][C:22]1[CH:23]=[C:24]([C:25]2[O:1][N:2]=[C:3]([C:4]3[CH:5]=[C:6]4[C:10](=[CH:11][CH:12]=3)[N:9]([CH2:13][CH2:14][C:15]([O:17][CH2:18][CH3:19])=[O:16])[N:8]=[CH:7]4)[N:20]=2)[CH:28]=[CH:29][C:30]=1[O:31][CH2:32][CH3:33], predict the reactants needed to synthesize it. The reactants are: [OH:1][NH:2][C:3](=[NH:20])[C:4]1[CH:5]=[C:6]2[C:10](=[CH:11][CH:12]=1)[N:9]([CH2:13][CH2:14][C:15]([O:17][CH2:18][CH3:19])=[O:16])[N:8]=[CH:7]2.[Cl:21][C:22]1[CH:23]=[C:24]([CH:28]=[CH:29][C:30]=1[O:31][CH2:32][CH3:33])[C:25](O)=O.CCN=C=NCCCN(C)C.C1C=CC2N(O)N=NC=2C=1. (2) Given the product [C:17]([O:21][C:22]([NH:24][CH2:25][C:26]([NH:8][C@H:7]([C:9]([O:11][CH2:12][CH3:13])=[O:10])[CH2:6][C:5]1[CH:14]=[CH:15][CH:16]=[C:3]([O:2][CH3:1])[CH:4]=1)=[O:27])=[O:23])([CH3:20])([CH3:19])[CH3:18], predict the reactants needed to synthesize it. The reactants are: [CH3:1][O:2][C:3]1[CH:4]=[C:5]([CH:14]=[CH:15][CH:16]=1)[CH2:6][C@@H:7]([C:9]([O:11][CH2:12][CH3:13])=[O:10])[NH2:8].[C:17]([O:21][C:22]([NH:24][CH2:25][C:26](O)=[O:27])=[O:23])([CH3:20])([CH3:19])[CH3:18].CN(C(ON1N=NC2C=CC=NC1=2)=[N+](C)C)C.F[P-](F)(F)(F)(F)F.CCN(C(C)C)C(C)C. (3) Given the product [CH2:1]([C@@H:5]1[NH:25][C:24](=[O:26])[O:23][CH2:22][CH2:21][CH2:20][CH2:19][CH2:18][C:17]2[CH:27]=[C:13]([CH:14]=[CH:15][CH:16]=2)[CH2:12][O:11][C@H:10]2[CH2:28][N:7]([C@H:8]([C:29]([OH:31])=[O:30])[CH2:9]2)[C:6]1=[O:38])[CH2:2][CH2:3][CH3:4], predict the reactants needed to synthesize it. The reactants are: [CH2:1]([C@@H:5]1[NH:25][C:24](=[O:26])[O:23][CH2:22][CH2:21][CH2:20][CH2:19][CH2:18][C:17]2[CH:27]=[C:13]([CH:14]=[CH:15][CH:16]=2)[CH2:12][O:11][C@H:10]2[CH2:28][N:7]([C@H:8]([C:29]([O:31]CC[Si](C)(C)C)=[O:30])[CH2:9]2)[C:6]1=[O:38])[CH2:2][CH2:3][CH3:4].CCCC[N+](CCCC)(CCCC)CCCC.[F-]. (4) Given the product [CH:38]([C:35]1[CH:34]=[C:33]([CH2:32][NH:31][C:19](=[O:21])[C:18]2[CH:22]=[CH:23][C:15]([O:14][CH2:13][C:3]3[C:4]([C:7]4[CH:8]=[CH:9][CH:10]=[CH:11][CH:12]=4)=[N:5][O:6][C:2]=3[CH3:1])=[N:16][CH:17]=2)[O:37][N:36]=1)([CH3:40])[CH3:39], predict the reactants needed to synthesize it. The reactants are: [CH3:1][C:2]1[O:6][N:5]=[C:4]([C:7]2[CH:12]=[CH:11][CH:10]=[CH:9][CH:8]=2)[C:3]=1[CH2:13][O:14][C:15]1[CH:23]=[CH:22][C:18]([C:19]([OH:21])=O)=[CH:17][N:16]=1.OC(C(F)(F)F)=O.[NH2:31][CH2:32][C:33]1[O:37][N:36]=[C:35]([CH:38]([CH3:40])[CH3:39])[CH:34]=1. (5) Given the product [N:4]1[CH:3]=[C:2]([S:32][C:30]2[CH:29]=[CH:28][C:26]3[N:27]=[C:23]([NH2:22])[S:24][C:25]=3[CH:31]=2)[N:6]2[CH:7]=[CH:8][CH:9]=[N:10][C:5]=12, predict the reactants needed to synthesize it. The reactants are: Br[C:2]1[N:6]2[CH:7]=[CH:8][CH:9]=[N:10][C:5]2=[N:4][CH:3]=1.N1(CCNC([NH:22][C:23]2[S:24][C:25]3[CH:31]=[C:30]([SH:32])[CH:29]=[CH:28][C:26]=3[N:27]=2)=O)CCOCC1.C(=O)([O-])[O-].[K+].[K+].CS(C)=O.